Predict the reaction yield, written as a fraction of the theoretical maximum amount of product (1.0 means a 100% yield; for example, 0.34 means a 34% yield). From a dataset of Reaction yield outcomes from USPTO patents with 853,638 reactions. (1) The reactants are [OH-].[Na+].[F:3][C:4]1[CH:9]=[CH:8][C:7]([C:10]2[N:11]=[C:12]([CH2:15][CH2:16][C:17]([O:19]CC)=[O:18])[S:13][CH:14]=2)=[CH:6][CH:5]=1. The catalyst is CO. The product is [F:3][C:4]1[CH:5]=[CH:6][C:7]([C:10]2[N:11]=[C:12]([CH2:15][CH2:16][C:17]([OH:19])=[O:18])[S:13][CH:14]=2)=[CH:8][CH:9]=1. The yield is 0.790. (2) The reactants are F[C:2]1[C:7]([N:8]2[CH:12]=[CH:11][CH:10]=[CH:9]2)=[C:6]([CH3:13])[CH:5]=[CH:4][N:3]=1.[NH3:14]. No catalyst specified. The product is [CH3:13][C:6]1[CH:5]=[CH:4][N:3]=[C:2]([NH2:14])[C:7]=1[N:8]1[CH:12]=[CH:11][CH:10]=[CH:9]1. The yield is 0.760. (3) The reactants are C([O:8][C:9]1[CH:14]=[CH:13][C:12]([N:15]2[CH:20]=[C:19]([O:21][CH3:22])[C:18](=[O:23])[C:17]([C:24]3[N:28]([C:29]4[CH:34]=[CH:33][CH:32]=[CH:31][CH:30]=4)[N:27]=[CH:26][CH:25]=3)=[N:16]2)=[C:11]([F:35])[CH:10]=1)C1C=CC=CC=1.C1COCC1. The catalyst is [Pd].CO. The product is [F:35][C:11]1[CH:10]=[C:9]([OH:8])[CH:14]=[CH:13][C:12]=1[N:15]1[CH:20]=[C:19]([O:21][CH3:22])[C:18](=[O:23])[C:17]([C:24]2[N:28]([C:29]3[CH:30]=[CH:31][CH:32]=[CH:33][CH:34]=3)[N:27]=[CH:26][CH:25]=2)=[N:16]1. The yield is 0.910. (4) The reactants are [CH2:1]([CH:4]([CH2:15][CH:16]=[CH2:17])[CH2:5][O:6][SiH2:7][C:8]1[CH:13]=[CH:12][C:11](I)=[CH:10][CH:9]=1)[CH:2]=[CH2:3].C1COCC1.CCN(CC)CC.[CH3:30][C:31]([OH:38])([CH2:34][CH:35]([CH3:37])[CH3:36])[C:32]#[CH:33]. The catalyst is CCOCC.Cl[Pd](Cl)([P](C1C=CC=CC=1)(C1C=CC=CC=1)C1C=CC=CC=1)[P](C1C=CC=CC=1)(C1C=CC=CC=1)C1C=CC=CC=1.[Cu]I. The product is [CH2:1]([CH:4]([CH2:15][CH:16]=[CH2:17])[CH2:5][O:6][SiH2:7][C:8]1[CH:13]=[CH:12][C:11]([C:33]#[C:32][C:31]([CH3:30])([OH:38])[CH2:34][CH:35]([CH3:37])[CH3:36])=[CH:10][CH:9]=1)[CH:2]=[CH2:3]. The yield is 0.880. (5) The reactants are N(OC(C)(C)C)=O.N[C:9]1[C:18]([O:19][CH:20]([CH3:22])[CH3:21])=[CH:17][C:12]([C:13]([O:15][CH3:16])=[O:14])=[CH:11][C:10]=1[O:23][CH:24]([CH3:26])[CH3:25].[ClH:27]. The catalyst is CC#N.[Cu]Cl. The product is [Cl:27][C:9]1[C:18]([O:19][CH:20]([CH3:22])[CH3:21])=[CH:17][C:12]([C:13]([O:15][CH3:16])=[O:14])=[CH:11][C:10]=1[O:23][CH:24]([CH3:26])[CH3:25]. The yield is 0.360. (6) The reactants are [O:1]1[C:5]2[CH:6]=[CH:7][C:8]([C:10](=[O:12])[CH3:11])=[CH:9][C:4]=2[O:3][CH2:2]1.[CH3:13][O:14][C:15]1[CH:16]=[C:17]([C:25]2[CH:29]=[C:28]([CH:30]=O)[NH:27][N:26]=2)[CH:18]=[C:19]([O:23][CH3:24])[C:20]=1[O:21][CH3:22].[OH-].[Na+]. The catalyst is C(O)C.C(OCC)(=O)C.CCCCCC. The product is [O:1]1[C:5]2[CH:6]=[CH:7][C:8]([C:10](=[O:12])/[CH:11]=[CH:30]/[C:28]3[NH:27][N:26]=[C:25]([C:17]4[CH:16]=[C:15]([O:14][CH3:13])[C:20]([O:21][CH3:22])=[C:19]([O:23][CH3:24])[CH:18]=4)[CH:29]=3)=[CH:9][C:4]=2[O:3][CH2:2]1. The yield is 0.636. (7) The yield is 0.950. The product is [Br:1][C:2]1[CH:3]=[C:4]2[C:10]([C:11]3[CH:16]=[CH:15][CH:14]=[CH:13][C:12]=3[O:17][CH3:18])=[CH:9][N:8]([CH2:21][O:22][CH2:23][CH2:24][O:25][CH3:26])[C:5]2=[N:6][CH:7]=1. The reactants are [Br:1][C:2]1[CH:3]=[C:4]2[C:10]([C:11]3[CH:16]=[CH:15][CH:14]=[CH:13][C:12]=3[O:17][CH3:18])=[CH:9][NH:8][C:5]2=[N:6][CH:7]=1.[H-].[Na+].[CH3:21][O:22][CH2:23][CH2:24][O:25][CH2:26]Cl. The catalyst is C1COCC1.[I-].C([N+](CCCC)(CCCC)CCCC)CCC. (8) The product is [C:1]([C:3]([C:6]1[CH:7]=[C:8]([CH:13]=[CH:14][CH:15]=1)[C:9]([OH:11])=[O:10])([CH3:5])[CH3:4])#[N:2]. The catalyst is C1COCC1. The reactants are [C:1]([C:3]([C:6]1[CH:7]=[C:8]([CH:13]=[CH:14][CH:15]=1)[C:9]([O:11]C)=[O:10])([CH3:5])[CH3:4])#[N:2].[Li+].[OH-]. The yield is 0.630. (9) The reactants are [CH3:1][O:2][C:3]1[CH:8]=[CH:7][C:6]([C:9](=[O:16])[CH2:10][CH:11]([CH3:15])[C:12]([OH:14])=[O:13])=[CH:5][CH:4]=1.Br.[CH3:18][C:19](O)=O. No catalyst specified. The product is [CH2:18]([O:13][C:12](=[O:14])[CH:11]([CH3:15])[CH2:10][C:9]([C:6]1[CH:5]=[CH:4][C:3]([O:2][CH3:1])=[CH:8][CH:7]=1)=[O:16])[CH3:19]. The yield is 0.930.